From a dataset of Reaction yield outcomes from USPTO patents with 853,638 reactions. Predict the reaction yield, written as a fraction of the theoretical maximum amount of product (1.0 means a 100% yield; for example, 0.34 means a 34% yield). (1) The reactants are [Mg].Br[C:3]1[CH:8]=[C:7]([C:9]([F:12])([F:11])[F:10])[CH:6]=[CH:5][C:4]=1[O:13][C:14]1[CH:19]=[CH:18][C:17]([F:20])=[CH:16][C:15]=1[F:21].[Br-].[B:23](OC)([O:26]C)[O:24]C. The catalyst is O1CCCC1. The product is [F:21][C:15]1[CH:16]=[C:17]([F:20])[CH:18]=[CH:19][C:14]=1[O:13][C:4]1[CH:5]=[CH:6][C:7]([C:9]([F:12])([F:11])[F:10])=[CH:8][C:3]=1[B:23]([OH:26])[OH:24]. The yield is 0.657. (2) The reactants are [C:1]([O:5][C:6](=[O:31])[NH:7][C@H:8]([C:16]1[N:17]([CH2:22][C:23]2[CH:28]=[CH:27][C:26]([O:29][CH3:30])=[CH:25][CH:24]=2)[C:18](Br)=[CH:19][N:20]=1)[CH2:9][C:10]1[CH:15]=[CH:14][CH:13]=[CH:12][CH:11]=1)([CH3:4])([CH3:3])[CH3:2].COC1C=CC(CCl)=CC=1. The catalyst is CN(C=O)C. The product is [C:1]([O:5][C:6](=[O:31])[NH:7][C@H:8]([C:16]1[N:17]([CH2:22][C:23]2[CH:28]=[CH:27][C:26]([O:29][CH3:30])=[CH:25][CH:24]=2)[CH:18]=[CH:19][N:20]=1)[CH2:9][C:10]1[CH:11]=[CH:12][CH:13]=[CH:14][CH:15]=1)([CH3:3])([CH3:4])[CH3:2]. The yield is 0.740. (3) The reactants are C(O)(C(F)(F)F)=O.[CH3:8][C:9]1([CH3:30])[CH2:15][O:14][C:13]2[CH:16]=[C:17](/[CH:20]=[CH:21]/[C:22]([O:24]C(C)(C)C)=[O:23])[CH:18]=[N:19][C:12]=2[NH:11][C:10]1=[O:29]. The catalyst is C(Cl)Cl. The product is [CH3:8][C:9]1([CH3:30])[CH2:15][O:14][C:13]2[CH:16]=[C:17](/[CH:20]=[CH:21]/[C:22]([OH:24])=[O:23])[CH:18]=[N:19][C:12]=2[NH:11][C:10]1=[O:29]. The yield is 0.660. (4) The reactants are Br[C:2]1[CH:3]=[C:4]([CH:7]=[CH:8][C:9]=1[CH3:10])[CH:5]=[O:6].[CH3:11][C:12]1([CH3:28])[C:16]([CH3:18])([CH3:17])[O:15][B:14]([B:14]2[O:15][C:16]([CH3:18])([CH3:17])[C:12]([CH3:28])([CH3:11])[O:13]2)[O:13]1.C([O-])(=O)C.[K+].BrC1C=CC=CC=1S(N)(=O)=O. The catalyst is C1C=CC(P(C2C=CC=CC=2)[C-]2C=CC=C2)=CC=1.C1C=CC(P(C2C=CC=CC=2)[C-]2C=CC=C2)=CC=1.Cl[Pd]Cl.[Fe+2]. The product is [CH3:10][C:9]1[CH:8]=[CH:7][C:4]([CH:5]=[O:6])=[CH:3][C:2]=1[B:14]1[O:15][C:16]([CH3:18])([CH3:17])[C:12]([CH3:28])([CH3:11])[O:13]1. The yield is 0.600. (5) The reactants are CO[C:3](=O)[C:4]1[CH:9]=[CH:8][CH:7]=[C:6]([O:10][CH2:11][CH:12]2[CH2:17][CH2:16][N:15]([CH:18]([CH3:20])[CH3:19])[CH2:14][CH2:13]2)[CH:5]=1.COC(=O)C1C=CC=C(OC[CH:33]2[CH2:38][CH2:37][NH:36][CH2:35][CH2:34]2)C=1.[C:40](O)(=O)[CH3:41].[BH-](OC(C)=O)(OC(C)=O)O[C:46](C)=O.[Na+].[CH2:58]1[CH2:62][O:61][CH2:60][CH2:59]1. The catalyst is C(Cl)Cl.CC(C)=O. The product is [CH:18]([N:15]1[CH2:14][CH2:13][CH:12]([CH2:11][O:10][C:6]2[CH:5]=[C:4]3[C:9]([C@H:38]([C:33]4[CH:59]=[CH:58][C:62]([O:61][CH3:60])=[CH:41][CH:40]=4)[CH2:37][N:36]4[CH2:35][CH2:34][CH2:46][C@H:3]43)=[CH:8][CH:7]=2)[CH2:17][CH2:16]1)([CH3:19])[CH3:20]. The yield is 0.810. (6) The reactants are Cl.[CH2:2]([NH2:12])[C:3]1[CH:11]=[CH:10][C:8]([OH:9])=[C:5]([O:6][CH3:7])[CH:4]=1.[CH2:13]([NH:21][C:22](N1C=CN=C1)=[O:23])[CH2:14][CH2:15][CH2:16][CH2:17][CH2:18][CH2:19][CH3:20].C(N(CC)CC)C. The catalyst is CN(C=O)C. The product is [CH2:13]([NH:21][C:22]([NH:12][CH2:2][C:3]1[CH:11]=[CH:10][C:8]([OH:9])=[C:5]([O:6][CH3:7])[CH:4]=1)=[O:23])[CH2:14][CH2:15][CH2:16][CH2:17][CH2:18][CH2:19][CH3:20]. The yield is 0.960. (7) The reactants are Cl.[CH3:2][CH:3]([O:5][C:6]1[CH:13]=[CH:12][C:11]([C:14]2[O:18][N:17]=[C:16]([C:19]3[CH:29]=[CH:28][C:22]4[CH2:23][CH2:24][NH:25][CH2:26][CH2:27][C:21]=4[CH:20]=3)[N:15]=2)=[CH:10][C:7]=1[C:8]#[N:9])[CH3:4].CCN(C(C)C)C(C)C.[Br:39][CH2:40][C:41](Br)=[O:42].C(O)(C)C. The catalyst is C(Cl)Cl. The product is [Br:39][CH2:40][C:41]([N:25]1[CH2:24][CH2:23][C:22]2[CH:28]=[CH:29][C:19]([C:16]3[N:15]=[C:14]([C:11]4[CH:12]=[CH:13][C:6]([O:5][CH:3]([CH3:2])[CH3:4])=[C:7]([CH:10]=4)[C:8]#[N:9])[O:18][N:17]=3)=[CH:20][C:21]=2[CH2:27][CH2:26]1)=[O:42]. The yield is 1.01.